Dataset: Catalyst prediction with 721,799 reactions and 888 catalyst types from USPTO. Task: Predict which catalyst facilitates the given reaction. (1) Reactant: N([O-])=O.[Na+].[CH2:5]([O:7][C:8](=[O:22])[C:9]1[CH:14]=[C:13]([C:15]([F:18])([F:17])[F:16])[C:12]([CH:19]=[O:20])=[CH:11][C:10]=1N)[CH3:6].C(=O)(O)[O-].[Na+]. Product: [CH2:5]([O:7][C:8](=[O:22])[C:9]1[CH:10]=[CH:11][C:12]([CH:19]=[O:20])=[C:13]([C:15]([F:17])([F:16])[F:18])[CH:14]=1)[CH3:6]. The catalyst class is: 106. (2) Reactant: C([Li])(C)(C)C.BrC1C(C)=CC(C)=CC=1C.[CH3:16][O:17][C:18]1[CH:23]=[CH:22][CH:21]=[CH:20][N:19]=1.CN([CH:27]=[O:28])C. Product: [CH3:16][O:17][C:18]1[C:23]([CH:27]=[O:28])=[CH:22][CH:21]=[CH:20][N:19]=1. The catalyst class is: 1. (3) Reactant: [O:1]=[S:2]1(=[O:16])[N:7]([CH2:8][CH2:9][CH2:10]O)[CH2:6][C:5]2[CH:12]=[CH:13][CH:14]=[CH:15][C:4]=2[NH:3]1.S(Cl)([Cl:19])=O.CN(C)C=O. Product: [Cl:19][CH2:10][CH2:9][CH2:8][N:7]1[CH2:6][C:5]2[CH:12]=[CH:13][CH:14]=[CH:15][C:4]=2[NH:3][S:2]1(=[O:16])=[O:1]. The catalyst class is: 4. (4) Reactant: C[O:2][C:3](=O)[CH2:4][N:5]([CH2:13][C:14]1[CH:19]=[CH:18][CH:17]=[CH:16][C:15]=1[NH2:20])[C:6]([O:8][C:9]([CH3:12])([CH3:11])[CH3:10])=[O:7].C1C=CC2N(O)N=NC=2C=1. Product: [C:9]([O:8][C:6]([N:5]1[CH2:13][C:14]2[CH:19]=[CH:18][CH:17]=[CH:16][C:15]=2[NH:20][C:3](=[O:2])[CH2:4]1)=[O:7])([CH3:12])([CH3:11])[CH3:10]. The catalyst class is: 11. (5) Product: [OH:13][CH:12]([C:3]1[CH:4]=[CH:5][C:6]2[C:7](=[O:11])[O:8][CH2:9][C:10]=2[CH:2]=1)[CH2:14][N:30]1[CH2:31][CH2:32][CH:27]([S:26][C:24]2[CH:23]=[CH:22][C:21]3[C:17](=[O:16])[O:18][CH2:19][C:20]=3[CH:25]=2)[CH2:28][CH2:29]1. Reactant: C[C:2]1[C:10]2[CH2:9][O:8][C:7](=[O:11])[C:6]=2[CH:5]=[CH:4][C:3]=1[CH:12]1[CH2:14][O:13]1.[Cl-].[O:16]=[C:17]1[C:21]2[CH:22]=[CH:23][C:24]([S:26][CH:27]3[CH2:32][CH2:31][NH2+:30][CH2:29][CH2:28]3)=[CH:25][C:20]=2[CH2:19][O:18]1. The catalyst class is: 8. (6) Reactant: [CH2:1](O)[CH2:2][CH2:3][CH2:4][CH2:5][CH2:6][CH2:7][CH2:8][CH2:9][CH2:10][OH:11].[BrH:13]. Product: [Br:13][CH2:1][CH2:2][CH2:3][CH2:4][CH2:5][CH2:6][CH2:7][CH2:8][CH2:9][CH2:10][OH:11]. The catalyst class is: 244.